This data is from Reaction yield outcomes from USPTO patents with 853,638 reactions. The task is: Predict the reaction yield, written as a fraction of the theoretical maximum amount of product (1.0 means a 100% yield; for example, 0.34 means a 34% yield). (1) The reactants are [F:1][C:2]1[CH:3]=[C:4]([CH3:11])[CH:5]=[C:6]([N+:8]([O-:10])=[O:9])[CH:7]=1.C1C(=O)N([Br:19])C(=O)C1.CC(N=NC(C#N)(C)C)(C#N)C. The catalyst is FC(F)(F)C1C=CC=CC=1. The product is [Br:19][CH2:11][C:4]1[CH:5]=[C:6]([N+:8]([O-:10])=[O:9])[CH:7]=[C:2]([F:1])[CH:3]=1. The yield is 0.630. (2) The product is [Br:1][C:2]1[CH:7]=[C:6]([F:8])[C:5]([CH2:9][C:10]([OH:13])=[O:18])=[C:4]([F:12])[CH:3]=1. The reactants are [Br:1][C:2]1[CH:7]=[C:6]([F:8])[C:5]([CH2:9][C:10]#N)=[C:4]([F:12])[CH:3]=1.[OH:13]S(O)(=O)=O.[OH2:18]. The yield is 0.333. No catalyst specified.